Dataset: Reaction yield outcomes from USPTO patents with 853,638 reactions. Task: Predict the reaction yield, written as a fraction of the theoretical maximum amount of product (1.0 means a 100% yield; for example, 0.34 means a 34% yield). (1) The reactants are [BH4-].[Na+].[CH2:3]([O:10][C:11]1[CH:18]=[CH:17][C:16]([Br:19])=[CH:15][C:12]=1[CH:13]=[O:14])[C:4]1[CH:9]=[CH:8][CH:7]=[CH:6][CH:5]=1. The catalyst is C(O)C. The product is [CH2:3]([O:10][C:11]1[CH:18]=[CH:17][C:16]([Br:19])=[CH:15][C:12]=1[CH2:13][OH:14])[C:4]1[CH:5]=[CH:6][CH:7]=[CH:8][CH:9]=1. The yield is 0.980. (2) The reactants are [CH2:1]([N:3]([CH2:6][C:7]1[CH:24]=[CH:23][C:10](/[CH:11]=[N:12]/[C:13]2[CH:21]=[CH:20][CH:19]=[C:18]3[C:14]=2[CH2:15][O:16][C:17]3=[O:22])=[CH:9][CH:8]=1)[CH2:4][CH3:5])[CH3:2].[CH3:25][C:26]1[CH:33]=[CH:32][C:29]([CH:30]=O)=[CH:28][CH:27]=1.[O-:34][CH2:35][CH3:36].[Na+].C(O)C. The catalyst is C(OCC)(=O)CC. The product is [CH2:1]([N:3]([CH2:6][C:7]1[CH:24]=[CH:23][C:10]([CH:11]2[CH:25]([C:26]3[CH:33]=[CH:32][C:29]([CH3:30])=[CH:28][CH:27]=3)[C:35](=[O:34])[C:36]3[C:18]([C:17]([O:16][CH2:15][CH3:14])=[O:22])=[CH:19][CH:20]=[CH:21][C:13]=3[NH:12]2)=[CH:9][CH:8]=1)[CH2:4][CH3:5])[CH3:2]. The yield is 0.340. (3) The reactants are [N:1]1[CH:6]=[CH:5][CH:4]=[CH:3][C:2]=1[O:7][CH2:8][C:9]1[N:14]=[CH:13][C:12]([CH:15]=O)=[CH:11][CH:10]=1.[N+:17]([CH3:20])([O-:19])=[O:18].C([O-])(=O)C.[NH4+].[BH4-].[Na+].C(=O)([O-])O.[Na+]. The catalyst is CS(C)=O.O.C(O)(=O)C. The product is [N+:17]([CH2:20][CH2:15][C:12]1[CH:11]=[CH:10][C:9]([CH2:8][O:7][C:2]2[CH:3]=[CH:4][CH:5]=[CH:6][N:1]=2)=[N:14][CH:13]=1)([O-:19])=[O:18]. The yield is 0.150. (4) The reactants are [C:1]([O:5][C:6]([N:8]([CH2:20][C:21](OCC)=[O:22])[CH:9]1[CH2:12][N:11]([C:13]([O:15][C:16]([CH3:19])([CH3:18])[CH3:17])=[O:14])[CH2:10]1)=[O:7])([CH3:4])([CH3:3])[CH3:2].[NH2:26][NH2:27]. The catalyst is C(O)C. The product is [C:1]([O:5][C:6]([N:8]([CH2:20][C:21]([NH:26][NH2:27])=[O:22])[CH:9]1[CH2:10][N:11]([C:13]([O:15][C:16]([CH3:19])([CH3:18])[CH3:17])=[O:14])[CH2:12]1)=[O:7])([CH3:4])([CH3:3])[CH3:2]. The yield is 0.940. (5) The reactants are [CH3:1][N:2]1[CH2:7][CH2:6][N:5]([C:8]2[CH:13]=[CH:12][C:11]([NH:14][C:15]3[N:20]=[C:19]([NH:21][C:22]4[CH:23]=[C:24]([CH2:28][C:29]#[N:30])[CH:25]=[CH:26][CH:27]=4)[CH:18]=[CH:17][N:16]=3)=[CH:10][C:9]=2[C:31]([F:34])([F:33])[F:32])[CH2:4][CH2:3]1.[C:35]1([S:41]([OH:44])(=[O:43])=[O:42])[CH:40]=[CH:39][CH:38]=[CH:37][CH:36]=1. The catalyst is CC(O)C. The product is [C:35]1([S:41]([OH:44])(=[O:43])=[O:42])[CH:40]=[CH:39][CH:38]=[CH:37][CH:36]=1.[CH3:1][N:2]1[CH2:7][CH2:6][N:5]([C:8]2[CH:13]=[CH:12][C:11]([NH:14][C:15]3[N:20]=[C:19]([NH:21][C:22]4[CH:23]=[C:24]([CH2:28][C:29]#[N:30])[CH:25]=[CH:26][CH:27]=4)[CH:18]=[CH:17][N:16]=3)=[CH:10][C:9]=2[C:31]([F:33])([F:34])[F:32])[CH2:4][CH2:3]1. The yield is 0.720.